From a dataset of Catalyst prediction with 721,799 reactions and 888 catalyst types from USPTO. Predict which catalyst facilitates the given reaction. (1) Reactant: [NH2:1][C:2]1[N:7]=[C:6](OS(C(F)(F)F)(=O)=O)[C:5]([N+:16]([O-:18])=[O:17])=[C:4]([C:19]2[O:20][CH:21]=[CH:22][CH:23]=2)[N:3]=1.[CH3:24][O:25][CH2:26][CH2:27][NH2:28]. Product: [O:20]1[CH:21]=[CH:22][CH:23]=[C:19]1[C:4]1[N:3]=[C:2]([NH2:1])[N:7]=[C:6]([NH:28][CH2:27][CH2:26][O:25][CH3:24])[C:5]=1[N+:16]([O-:18])=[O:17]. The catalyst class is: 57. (2) Reactant: [CH2:1]([S:8]([NH:11][C:12]([CH:14]1[CH2:19][CH2:18][NH:17][CH2:16][CH2:15]1)=[O:13])(=[O:10])=[O:9])[C:2]1[CH:7]=[CH:6][CH:5]=[CH:4][CH:3]=1.[CH2:20]([O:22][C:23](=[O:50])[C:24]1[CH:29]=[C:28]([C:30]#[N:31])[C:27](OS(C)(=O)=O)=[N:26][C:25]=1[CH2:37][O:38][CH2:39][C:40]1[CH:45]=[CH:44][C:43]([O:46][CH3:47])=[C:42]([O:48][CH3:49])[CH:41]=1)[CH3:21].Cl. Product: [CH2:20]([O:22][C:23](=[O:50])[C:24]1[CH:29]=[C:28]([C:30]#[N:31])[C:27]([N:17]2[CH2:18][CH2:19][CH:14]([C:12](=[O:13])[NH:11][S:8]([CH2:1][C:2]3[CH:3]=[CH:4][CH:5]=[CH:6][CH:7]=3)(=[O:9])=[O:10])[CH2:15][CH2:16]2)=[N:26][C:25]=1[CH2:37][O:38][CH2:39][C:40]1[CH:45]=[CH:44][C:43]([O:46][CH3:47])=[C:42]([O:48][CH3:49])[CH:41]=1)[CH3:21]. The catalyst class is: 6. (3) Reactant: [C:1]([O:5][C:6](=[O:27])[N:7]([C:17]1[CH:22]=[C:21]([C:23]#[N:24])[C:20](Br)=[CH:19][C:18]=1[Cl:26])[CH2:8][C:9]1[CH:14]=[CH:13][C:12]([O:15][CH3:16])=[CH:11][CH:10]=1)([CH3:4])([CH3:3])[CH3:2].[C:28]([O:32][C:33](=[O:39])[NH:34][CH2:35][CH2:36][NH:37][CH3:38])([CH3:31])([CH3:30])[CH3:29].C1C=CC(P(C2C(C3C(P(C4C=CC=CC=4)C4C=CC=CC=4)=CC=C4C=3C=CC=C4)=C3C(C=CC=C3)=CC=2)C2C=CC=CC=2)=CC=1.C([O-])([O-])=O.[Cs+].[Cs+]. Product: [C:1]([O:5][C:6](=[O:27])[N:7]([C:17]1[CH:22]=[C:21]([C:23]#[N:24])[C:20]([N:37]([CH2:36][CH2:35][NH:34][C:33]([O:32][C:28]([CH3:31])([CH3:30])[CH3:29])=[O:39])[CH3:38])=[CH:19][C:18]=1[Cl:26])[CH2:8][C:9]1[CH:14]=[CH:13][C:12]([O:15][CH3:16])=[CH:11][CH:10]=1)([CH3:4])([CH3:3])[CH3:2]. The catalyst class is: 110. (4) Reactant: [Br:1][C:2]1[CH:9]=[CH:8][C:5]([CH2:6]O)=[CH:4][C:3]=1[O:10][CH:11]1[CH2:16][CH2:15][CH2:14][CH2:13][O:12]1.C(Br)(Br)(Br)[Br:18].N1C=CC=CC=1.C1(P(C2C=CC=CC=2)C2C=CC=CC=2)C=CC=CC=1. Product: [Br:1][C:2]1[CH:9]=[CH:8][C:5]([CH2:6][Br:18])=[CH:4][C:3]=1[O:10][CH:11]1[CH2:16][CH2:15][CH2:14][CH2:13][O:12]1. The catalyst class is: 28. (5) Reactant: [I:1]I.N1C=CN=C1.[C:8]([O:12][C:13](=[O:38])[NH:14][C@H:15]([C:19]([C:32]1[CH:37]=[CH:36][CH:35]=[CH:34][CH:33]=1)([C:26]1[CH:31]=[CH:30][CH:29]=[CH:28][CH:27]=1)[O:20][SiH2:21][C:22]([CH3:25])([CH3:24])[CH3:23])[CH2:16][CH2:17]O)([CH3:11])([CH3:10])[CH3:9]. Product: [C:8]([O:12][C:13](=[O:38])[NH:14][C@H:15]([C:19]([C:32]1[CH:37]=[CH:36][CH:35]=[CH:34][CH:33]=1)([C:26]1[CH:31]=[CH:30][CH:29]=[CH:28][CH:27]=1)[O:20][SiH2:21][C:22]([CH3:25])([CH3:24])[CH3:23])[CH2:16][CH2:17][I:1])([CH3:11])([CH3:10])[CH3:9]. The catalyst class is: 4. (6) Reactant: CS(C1SC2C=CC=CC=2N=1)=[O:3].[N:13]1[C:21]2[C:16](=[N:17][CH:18]=[CH:19][CH:20]=2)[N:15]([CH2:22][C:23]2[CH:35]=[CH:34][C:26]3[N:27]=[C:28](S(C)(=O)=O)[S:29][C:25]=3[CH:24]=2)[CH:14]=1.[NH2:36][CH2:37][C:38]1(CO)[CH2:43][CH2:42][CH2:41][CH2:40][CH2:39]1.CCN(C(C)C)C(C)C. Product: [N:13]1[C:21]2[C:16](=[N:17][CH:18]=[CH:19][CH:20]=2)[N:15]([CH2:22][C:23]2[CH:35]=[CH:34][C:26]3[N:27]=[C:28]([NH:36][CH2:37][C:38]4([OH:3])[CH2:43][CH2:42][CH2:41][CH2:40][CH2:39]4)[S:29][C:25]=3[CH:24]=2)[CH:14]=1. The catalyst class is: 44. (7) Reactant: [F:1][C:2]1[C:21]([NH:22][S:23]([CH2:26][CH2:27][CH3:28])(=[O:25])=[O:24])=[CH:20][CH:19]=[C:18]([F:29])[C:3]=1[C:4]([C:6]1[C:14]2[C:9](=[N:10][CH:11]=[C:12]([C:15](O)=[O:16])[CH:13]=2)[NH:8][CH:7]=1)=[O:5].[CH2:30]([NH2:32])[CH3:31].F[P-](F)(F)(F)(F)F.Br[P+](N1CCCC1)(N1CCCC1)N1CCCC1.C(N(CC)CC)C. Product: [CH2:30]([NH:32][C:15]([C:12]1[CH:13]=[C:14]2[C:6]([C:4](=[O:5])[C:3]3[C:18]([F:29])=[CH:19][CH:20]=[C:21]([NH:22][S:23]([CH2:26][CH2:27][CH3:28])(=[O:24])=[O:25])[C:2]=3[F:1])=[CH:7][NH:8][C:9]2=[N:10][CH:11]=1)=[O:16])[CH3:31]. The catalyst class is: 30. (8) Reactant: [CH3:1][C:2]1[NH:6][C:5]([C:7]2[CH:12]=[CH:11][CH:10]=[CH:9][CH:8]=2)=[N:4][C:3]=1[CH2:13][CH2:14][N:15]1C(=O)C2C(=CC=CC=2)C1=O.O.NN. Product: [CH3:1][C:2]1[NH:6][C:5]([C:7]2[CH:12]=[CH:11][CH:10]=[CH:9][CH:8]=2)=[N:4][C:3]=1[CH2:13][CH2:14][NH2:15]. The catalyst class is: 8. (9) The catalyst class is: 3. Product: [CH3:10][N:11]1[CH2:16][CH2:15][N:14]([C:2]2[N:7]=[C:6]([C:8]#[N:9])[CH:5]=[CH:4][CH:3]=2)[CH2:13][CH2:12]1. Reactant: Cl[C:2]1[N:7]=[C:6]([C:8]#[N:9])[CH:5]=[CH:4][CH:3]=1.[CH3:10][N:11]1[CH2:16][CH2:15][NH:14][CH2:13][CH2:12]1.C([O-])([O-])=O.[K+].[K+]. (10) The catalyst class is: 239. Reactant: [CH3:1][C:2]1[NH:3][N:4]=[C:5]2[C:14]3[CH:13]=[C:12]4[CH:15]=[CH:16][CH:17]=[CH:18][C:11]4=[CH:10][C:9]=3[NH:8][C:7](=[O:19])[C:6]=12.[CH3:20][C:21]([O:24][C:25](O[C:25]([O:24][C:21]([CH3:23])([CH3:22])[CH3:20])=[O:26])=[O:26])([CH3:23])[CH3:22]. Product: [CH3:1][C:2]1[N:3]([C:25]([O:24][C:21]([CH3:23])([CH3:22])[CH3:20])=[O:26])[N:4]=[C:5]2[C:14]3[CH:13]=[C:12]4[CH:15]=[CH:16][CH:17]=[CH:18][C:11]4=[CH:10][C:9]=3[NH:8][C:7](=[O:19])[C:6]=12.